From a dataset of Full USPTO retrosynthesis dataset with 1.9M reactions from patents (1976-2016). Predict the reactants needed to synthesize the given product. Given the product [CH2:1]([S:3][C:4]1[CH:9]=[CH:8][C:7]([F:10])=[CH:6][C:5]=1[CH2:11][N:12]1[C:16](=[O:17])[C:15]2[C:14](=[CH:22][CH:21]=[C:20]([C:23]([F:26])([F:25])[F:24])[CH:19]=2)[N:13]=[CH:28]1)[CH3:2], predict the reactants needed to synthesize it. The reactants are: [CH2:1]([S:3][C:4]1[CH:9]=[CH:8][C:7]([F:10])=[CH:6][C:5]=1[CH2:11][NH2:12])[CH3:2].[NH2:13][C:14]1[CH:22]=[CH:21][C:20]([C:23]([F:26])([F:25])[F:24])=[CH:19][C:15]=1[C:16](O)=[O:17].N[C:28]1C(Br)=CC(C(F)(F)F)=CC=1C(NCC1C=C(Cl)C=CC=1SCC)=O.C1C=CC2N(O)N=NC=2C=1.